Dataset: Full USPTO retrosynthesis dataset with 1.9M reactions from patents (1976-2016). Task: Predict the reactants needed to synthesize the given product. (1) The reactants are: [Cl:1][C:2]1[C:7]([O:8][CH3:9])=[CH:6][C:5]([O:10][CH3:11])=[C:4]([Cl:12])[C:3]=1[C:13]1[C:24](=N)[NH:23][C:16]2[N:17]=[C:18]([S:21][CH3:22])[N:19]=[CH:20][C:15]=2[CH:14]=1.N([O-])=[O:27].[Na+]. Given the product [Cl:12][C:4]1[C:5]([O:10][CH3:11])=[CH:6][C:7]([O:8][CH3:9])=[C:2]([Cl:1])[C:3]=1[C:13]1[C:24](=[O:27])[NH:23][C:16]2[N:17]=[C:18]([S:21][CH3:22])[N:19]=[CH:20][C:15]=2[CH:14]=1, predict the reactants needed to synthesize it. (2) Given the product [CH2:1]([O:3][C:4](=[O:31])[CH2:5][CH:6]1[CH2:14][C:13]2[C:8](=[CH:9][CH:10]=[C:11]([C:15]3[CH:20]=[CH:19][C:18]([OH:21])=[C:17]([F:29])[CH:16]=3)[CH:12]=2)[C:7]1=[O:30])[CH3:2], predict the reactants needed to synthesize it. The reactants are: [CH2:1]([O:3][C:4](=[O:31])[CH2:5][CH:6]1[CH2:14][C:13]2[C:8](=[CH:9][CH:10]=[C:11]([C:15]3[CH:20]=[CH:19][C:18]([O:21]CC4C=CC=CC=4)=[C:17]([F:29])[CH:16]=3)[CH:12]=2)[C:7]1=[O:30])[CH3:2].B(Br)(Br)Br.O. (3) Given the product [C:1]1([C:15]2[CH:16]=[CH:17][CH:18]=[CH:19][CH:20]=2)[CH:6]=[CH:5][C:4]([C:7]2[N:8]=[C:9]([CH2:12][CH2:13][NH:14][S:21]([CH2:26][CH2:27][CH2:28][CH3:29])(=[O:24])=[O:22])[NH:10][CH:11]=2)=[CH:3][CH:2]=1, predict the reactants needed to synthesize it. The reactants are: [C:1]1([C:15]2[CH:20]=[CH:19][CH:18]=[CH:17][CH:16]=2)[CH:6]=[CH:5][C:4]([C:7]2[N:8]=[C:9]([CH2:12][CH2:13][NH2:14])[NH:10][CH:11]=2)=[CH:3][CH:2]=1.[S:21](Cl)([OH:24])(=O)=[O:22].[CH3:26][CH2:27][CH2:28][CH3:29].C(=O)([O-])[O-].[K+].[K+]. (4) Given the product [OH:1][CH:2]1[CH2:3][CH2:4][CH:5]([NH:8][C:9](=[O:19])/[CH:10]=[CH:38]/[C:37]2[C:36]([S:35][C:32]3[CH:33]=[CH:34][C:29]([CH3:28])=[CH:30][CH:31]=3)=[N:43][CH:42]=[CH:41][CH:40]=2)[CH2:6][CH2:7]1, predict the reactants needed to synthesize it. The reactants are: [OH:1][CH:2]1[CH2:7][CH2:6][CH:5]([NH:8][C:9](=[O:19])[CH2:10]P(=O)(OCC)OCC)[CH2:4][CH2:3]1.[Li+].CC([N-]C(C)C)C.[CH3:28][C:29]1[CH:34]=[CH:33][C:32]([S:35][C:36]2[N:43]=[CH:42][CH:41]=[CH:40][C:37]=2[CH:38]=O)=[CH:31][CH:30]=1.O.